Dataset: NCI-60 drug combinations with 297,098 pairs across 59 cell lines. Task: Regression. Given two drug SMILES strings and cell line genomic features, predict the synergy score measuring deviation from expected non-interaction effect. (1) Drug 1: CC12CCC3C(C1CCC2=O)CC(=C)C4=CC(=O)C=CC34C. Drug 2: C(CCl)NC(=O)N(CCCl)N=O. Cell line: SK-MEL-5. Synergy scores: CSS=41.1, Synergy_ZIP=1.45, Synergy_Bliss=1.07, Synergy_Loewe=-2.09, Synergy_HSA=-2.48. (2) Drug 1: CC1OCC2C(O1)C(C(C(O2)OC3C4COC(=O)C4C(C5=CC6=C(C=C35)OCO6)C7=CC(=C(C(=C7)OC)O)OC)O)O. Drug 2: CN(CC1=CN=C2C(=N1)C(=NC(=N2)N)N)C3=CC=C(C=C3)C(=O)NC(CCC(=O)O)C(=O)O. Cell line: SR. Synergy scores: CSS=81.7, Synergy_ZIP=0.444, Synergy_Bliss=-0.997, Synergy_Loewe=-1.78, Synergy_HSA=0.867. (3) Drug 1: CN(C)N=NC1=C(NC=N1)C(=O)N. Drug 2: CC1=C(C=C(C=C1)NC(=O)C2=CC=C(C=C2)CN3CCN(CC3)C)NC4=NC=CC(=N4)C5=CN=CC=C5. Cell line: HCT116. Synergy scores: CSS=5.97, Synergy_ZIP=-0.579, Synergy_Bliss=4.56, Synergy_Loewe=2.40, Synergy_HSA=2.78. (4) Drug 1: CCN(CC)CCNC(=O)C1=C(NC(=C1C)C=C2C3=C(C=CC(=C3)F)NC2=O)C. Drug 2: CCN(CC)CCCC(C)NC1=C2C=C(C=CC2=NC3=C1C=CC(=C3)Cl)OC. Cell line: HCT116. Synergy scores: CSS=30.2, Synergy_ZIP=1.36, Synergy_Bliss=3.68, Synergy_Loewe=-16.2, Synergy_HSA=2.55.